This data is from Catalyst prediction with 721,799 reactions and 888 catalyst types from USPTO. The task is: Predict which catalyst facilitates the given reaction. Reactant: [NH:1]1[C:9]2[C:4](=[CH:5][CH:6]=[CH:7][CH:8]=2)[C:3](/[CH:10]=[CH:11]/[C:12]2[CH:20]=[CH:19][C:15]([C:16]([OH:18])=O)=[CH:14][CH:13]=2)=[N:2]1.C(OC(=O)[NH:27][CH2:28][CH2:29][NH2:30])(C)(C)C.O.ON1C2C=CC=CC=2N=N1.[ClH:43].C(N=C=NCCCN(C)C)C.CN1CCOCC1.Cl.CO. Product: [ClH:43].[ClH:43].[NH2:27][CH2:28][CH2:29][NH:30][C:16](=[O:18])[C:15]1[CH:14]=[CH:13][C:12](/[CH:11]=[CH:10]/[C:3]2[C:4]3[C:9](=[CH:8][CH:7]=[CH:6][CH:5]=3)[NH:1][N:2]=2)=[CH:20][CH:19]=1. The catalyst class is: 5.